The task is: Predict the product of the given reaction.. This data is from Forward reaction prediction with 1.9M reactions from USPTO patents (1976-2016). (1) Given the reactants [Cl:1][C:2]1[CH:7]=[CH:6][CH:5]=[CH:4][C:3]=1[Mg]Br.[CH2:10]([N:12]([CH2:34][CH3:35])[C@H:13]1[CH2:16][C@H:15]([CH2:17][N:18]2[C:26]3[C:21](=[C:22]([C:28]([F:31])([F:30])[F:29])[CH:23]=[C:24]([I:27])[CH:25]=3)[C:20](=[O:32])[C:19]2=[O:33])[CH2:14]1)[CH3:11], predict the reaction product. The product is: [Cl:1][C:2]1[CH:7]=[CH:6][CH:5]=[CH:4][C:3]=1[C:20]1([OH:32])[C:21]2[C:26](=[CH:25][C:24]([I:27])=[CH:23][C:22]=2[C:28]([F:30])([F:31])[F:29])[N:18]([CH2:17][C@H:15]2[CH2:14][C@H:13]([N:12]([CH2:10][CH3:11])[CH2:34][CH3:35])[CH2:16]2)[C:19]1=[O:33]. (2) Given the reactants [CH2:1]([O:8][C:9]1[C:10]([F:33])=[C:11]([CH:16]([C:18]2[C:26]3[C:21](=[N:22][CH:23]=[C:24]([C:27]4[CH:28]=[N:29][CH:30]=[CH:31][CH:32]=4)[CH:25]=3)[NH:20][CH:19]=2)O)[C:12]([F:15])=[CH:13][CH:14]=1)[C:2]1[CH:7]=[CH:6][CH:5]=[CH:4][CH:3]=1.FC(F)(F)C(O)=O.C([SiH](CC)CC)C.C(=O)([O-])[O-].[K+].[K+], predict the reaction product. The product is: [CH2:1]([O:8][C:9]1[C:10]([F:33])=[C:11]([C:12]([F:15])=[CH:13][CH:14]=1)[CH2:16][C:18]1[C:26]2[C:21](=[N:22][CH:23]=[C:24]([C:27]3[CH:28]=[N:29][CH:30]=[CH:31][CH:32]=3)[CH:25]=2)[NH:20][CH:19]=1)[C:2]1[CH:7]=[CH:6][CH:5]=[CH:4][CH:3]=1. (3) Given the reactants [Cl:1][C:2]1[CH:3]=[C:4]([C@H:9]2[C:18]3[C:13](=[CH:14][CH:15]=[CH:16][CH:17]=3)/[C:12](=[N:19]\O)/[C:11]([CH3:22])([CH3:21])[CH2:10]2)[CH:5]=[CH:6][C:7]=1[Cl:8], predict the reaction product. The product is: [Cl:1][C:2]1[CH:3]=[C:4]([C@H:9]2[C:18]3[C:13](=[CH:14][CH:15]=[CH:16][CH:17]=3)[C@H:12]([NH2:19])[C:11]([CH3:22])([CH3:21])[CH2:10]2)[CH:5]=[CH:6][C:7]=1[Cl:8]. (4) Given the reactants [F:1][C:2]1[CH:7]=[CH:6][C:5]([C:8](=[O:20])[CH2:9][C:10]2[CH:11]=[CH:12][C:13](=[O:19])[N:14]([CH:16]([CH3:18])[CH3:17])[N:15]=2)=[CH:4][CH:3]=1.S(Cl)([Cl:24])(=O)=O, predict the reaction product. The product is: [Cl:24][CH:9]([C:10]1[CH:11]=[CH:12][C:13](=[O:19])[N:14]([CH:16]([CH3:18])[CH3:17])[N:15]=1)[C:8]([C:5]1[CH:6]=[CH:7][C:2]([F:1])=[CH:3][CH:4]=1)=[O:20].